Dataset: Reaction yield outcomes from USPTO patents with 853,638 reactions. Task: Predict the reaction yield, written as a fraction of the theoretical maximum amount of product (1.0 means a 100% yield; for example, 0.34 means a 34% yield). (1) The reactants are [N:1](OCCC(C)C)=[O:2].[C:9]1([CH2:15][C:16]#[N:17])[CH:14]=[CH:13][CH:12]=[CH:11][CH:10]=1.[OH-].[Na+]. The catalyst is C(O)C.C(OCC)C. The product is [OH:2]/[N:1]=[C:15](\[C:16]#[N:17])/[C:9]1[CH:14]=[CH:13][CH:12]=[CH:11][CH:10]=1. The yield is 0.504. (2) The reactants are [NH2:1][C:2]1[C:3]([Cl:8])=[N:4][CH:5]=[CH:6][CH:7]=1.[F:9][C:10]1[C:18]([F:19])=[CH:17][CH:16]=[CH:15][C:11]=1[C:12](Cl)=[O:13]. The catalyst is N1C=CC=CC=1. The product is [Cl:8][C:3]1[C:2]([NH:1][C:12](=[O:13])[C:11]2[CH:15]=[CH:16][CH:17]=[C:18]([F:19])[C:10]=2[F:9])=[CH:7][CH:6]=[CH:5][N:4]=1. The yield is 0.930. (3) The reactants are [CH:1]1[C:18]2[C:17]3[C:12](=[CH:13][CH:14]=[CH:15][CH:16]=3)[C:11]3[C:6](=[CH:7][CH:8]=[CH:9][CH:10]=3)[C:5]=2[CH:4]=[CH:3][C:2]=1[C:19]1[CH:33]=[CH:32][C:22]([CH2:23]P(=O)(OCC)OCC)=[CH:21][CH:20]=1.[C:34]1([N:40]([C:47]2[CH:54]=[CH:53][C:50]([CH:51]=O)=[CH:49][CH:48]=2)[C:41]2[CH:46]=[CH:45][CH:44]=[CH:43][CH:42]=2)[CH:39]=[CH:38][CH:37]=[CH:36][CH:35]=1.CC(C)([O-])C.[K+]. The catalyst is C1COCC1. The product is [C:34]1([N:40]([C:41]2[CH:46]=[CH:45][CH:44]=[CH:43][CH:42]=2)[C:47]2[CH:54]=[CH:53][C:50](/[CH:51]=[CH:23]/[C:22]3[CH:32]=[CH:33][C:19]([C:2]4[CH:3]=[CH:4][C:5]5[C:6]6[C:11](=[CH:10][CH:9]=[CH:8][CH:7]=6)[C:12]6[C:17](=[CH:16][CH:15]=[CH:14][CH:13]=6)[C:18]=5[CH:1]=4)=[CH:20][CH:21]=3)=[CH:49][CH:48]=2)[CH:39]=[CH:38][CH:37]=[CH:36][CH:35]=1. The yield is 0.820. (4) The catalyst is CO.[Cl-].[NH4+]. The reactants are C([O:6][C@@H:7]([C:9]1[N:14]=[C:13]([N:15]2[CH2:20][CH2:19][N:18]([C:21]3[O:22][C:23]4[CH:24]=[N:25][CH:26]=[CH:27][C:28]=4[N:29]=3)[CH2:17][CH2:16]2)[CH:12]=[CH:11][N:10]=1)[CH3:8])(=O)CCC.C(=O)([O-])[O-].[K+].[K+]. The yield is 0.940. The product is [N:29]1[C:28]2[CH:27]=[CH:26][N:25]=[CH:24][C:23]=2[O:22][C:21]=1[N:18]1[CH2:17][CH2:16][N:15]([C:13]2[CH:12]=[CH:11][N:10]=[C:9]([C@H:7]([OH:6])[CH3:8])[N:14]=2)[CH2:20][CH2:19]1. (5) The reactants are CCN(C(C)C)C(C)C.Br[C:11]1[CH:12]=[C:13]2[C:18](=[CH:19][CH:20]=1)[CH2:17][N:16]([C:21]([O:23][C:24]([CH3:27])([CH3:26])[CH3:25])=[O:22])[CH2:15][CH2:14]2.[N:28]1([C:33](=[O:36])[CH:34]=[CH2:35])[CH2:32][CH2:31][CH2:30][CH2:29]1.CC1C=CC=CC=1P(C1C=CC=CC=1C)C1C=CC=CC=1C. The catalyst is C(#N)CC.CN(C=O)C. The product is [O:36]=[C:33]([N:28]1[CH2:32][CH2:31][CH2:30][CH2:29]1)/[CH:34]=[CH:35]/[C:11]1[CH:12]=[C:13]2[C:18](=[CH:19][CH:20]=1)[CH2:17][N:16]([C:21]([O:23][C:24]([CH3:27])([CH3:26])[CH3:25])=[O:22])[CH2:15][CH2:14]2. The yield is 0.540. (6) The reactants are [NH2:1][C:2]1[C:7]2[C:8]([C:11]3[CH:16]=[CH:15][C:14]([NH:17][C:18]([C:20]4[N:21]([CH3:29])[C:22]5[C:27]([CH:28]=4)=[CH:26][CH:25]=[CH:24][CH:23]=5)=[O:19])=[C:13]([O:30][CH3:31])[CH:12]=3)=[CH:9][O:10][C:6]=2[C:5](I)=[CH:4][N:3]=1.C([O:35][CH:36](OCC)/[CH:37]=[CH:38]/B1OC(C)(C)C(C)(C)O1)C.C(=O)([O-])[O-].[Na+].[Na+].O.C1(C)C=CC(S(O)(=O)=O)=CC=1. The catalyst is COCCOC.O.CC(C)=O. The product is [NH2:1][C:2]1[C:7]2[C:8]([C:11]3[CH:16]=[CH:15][C:14]([NH:17][C:18]([C:20]4[N:21]([CH3:29])[C:22]5[C:27]([CH:28]=4)=[CH:26][CH:25]=[CH:24][CH:23]=5)=[O:19])=[C:13]([O:30][CH3:31])[CH:12]=3)=[CH:9][O:10][C:6]=2[C:5](/[CH:38]=[CH:37]/[CH:36]=[O:35])=[CH:4][N:3]=1. The yield is 0.620. (7) The reactants are C(=O)([O-])[O-].[K+].[K+].C([O:10][CH2:11][C@@H:12]([N:14]1[C:23]2[C:18](=[CH:19][C:20]([F:32])=[C:21]([N:25]3[CH2:30][CH2:29][N:28]([CH3:31])[CH2:27][CH2:26]3)[C:22]=2[F:24])[C:17](=[O:33])[C:16]([C:34]([O:36][CH2:37][CH3:38])=[O:35])=[CH:15]1)[CH3:13])(=O)C.C(O)(=O)C. The catalyst is C(O)C. The product is [F:32][C:20]1[CH:19]=[C:18]2[C:23](=[C:22]([F:24])[C:21]=1[N:25]1[CH2:26][CH2:27][N:28]([CH3:31])[CH2:29][CH2:30]1)[N:14]([C@@H:12]([CH3:13])[CH2:11][OH:10])[CH:15]=[C:16]([C:34]([O:36][CH2:37][CH3:38])=[O:35])[C:17]2=[O:33]. The yield is 0.656. (8) The reactants are [CH3:1][O:2][C:3]1[CH:8]=[CH:7][C:6]([N:9]2[C:13]3[C:14](=[O:31])[N:15]([C:18]4[CH:23]=[CH:22][C:21]([N:24]5[CH:29]=[CH:28][CH:27]=[CH:26][C:25]5=[O:30])=[CH:20][CH:19]=4)[CH2:16][CH2:17][C:12]=3[C:11]([C:32]([O:34]CC)=[O:33])=[N:10]2)=[CH:5][CH:4]=1.[OH-].[Li+].CO.Cl. The catalyst is O.C1COCC1. The product is [CH3:1][O:2][C:3]1[CH:8]=[CH:7][C:6]([N:9]2[C:13]3[C:14](=[O:31])[N:15]([C:18]4[CH:19]=[CH:20][C:21]([N:24]5[CH:29]=[CH:28][CH:27]=[CH:26][C:25]5=[O:30])=[CH:22][CH:23]=4)[CH2:16][CH2:17][C:12]=3[C:11]([C:32]([OH:34])=[O:33])=[N:10]2)=[CH:5][CH:4]=1. The yield is 0.790. (9) The reactants are Cl.[CH3:2][O:3][C:4](=[O:8])[C@H:5]([CH3:7])[NH2:6].C(N(CC)CC)C.[Cl:16][C:17]1[CH:18]=[C:19]([CH:22]=[CH:23][C:24]=1[Cl:25])[CH:20]=O.S([O-])([O-])(=O)=O.[Mg+2]. The product is [CH3:2][O:3][C:4](=[O:8])[CH:5]([N:6]=[CH:20][C:19]1[CH:22]=[CH:23][C:24]([Cl:25])=[C:17]([Cl:16])[CH:18]=1)[CH3:7]. The yield is 0.924. The catalyst is C(Cl)Cl. (10) The reactants are [CH2:1]([O:8][C:9]([NH:11][C:12]([CH3:17])([CH3:16])[C:13]([OH:15])=O)=[O:10])[C:2]1[CH:7]=[CH:6][CH:5]=[CH:4][CH:3]=1.CN(C(ON1N=NC2C=CC=NC1=2)=[N+](C)C)C.F[P-](F)(F)(F)(F)F.CCN(C(C)C)C(C)C.Br.[O:52]=[C:53]1[C:62]2[CH2:61][CH2:60][NH:59][CH2:58][C:57]=2[NH:56][C:55]2[CH:63]=[CH:64][CH:65]=[C:66]([C:67]([O:69][CH3:70])=[O:68])[C:54]1=2. The catalyst is CN(C=O)C. The product is [CH2:1]([O:8][C:9]([NH:11][C:12]([CH3:17])([CH3:16])[C:13]([N:59]1[CH2:58][C:57]2[NH:56][C:55]3[CH:63]=[CH:64][CH:65]=[C:66]([C:67]([O:69][CH3:70])=[O:68])[C:54]=3[C:53](=[O:52])[C:62]=2[CH2:61][CH2:60]1)=[O:15])=[O:10])[C:2]1[CH:3]=[CH:4][CH:5]=[CH:6][CH:7]=1. The yield is 0.140.